From a dataset of Full USPTO retrosynthesis dataset with 1.9M reactions from patents (1976-2016). Predict the reactants needed to synthesize the given product. (1) Given the product [CH:32]1([C:30]2[C:29]([F:35])=[CH:28][N:27]=[C:26]([NH:25][C:20]3[CH:19]=[C:18]([C:15]4[S:14][C:13]([C:10]([OH:12])([CH3:11])[CH2:9][OH:8])=[N:17][CH:16]=4)[CH:23]=[C:22]([F:24])[CH:21]=3)[N:31]=2)[CH2:33][CH2:34]1, predict the reactants needed to synthesize it. The reactants are: [Si]([O:8][CH2:9][C:10]([C:13]1[S:14][C:15]([C:18]2[CH:23]=[C:22]([F:24])[CH:21]=[C:20]([NH:25][C:26]3[N:31]=[C:30]([CH:32]4[CH2:34][CH2:33]4)[C:29]([F:35])=[CH:28][N:27]=3)[CH:19]=2)=[CH:16][N:17]=1)([OH:12])[CH3:11])(C(C)(C)C)(C)C.Cl. (2) Given the product [Cl:1][C:2]1[CH:3]=[C:4]([S:8]([CH:11]2[CH2:16][CH2:15][N:14]([C:18]3[CH:23]=[CH:22][C:21]([C:24]([F:27])([F:26])[F:25])=[CH:20][N:19]=3)[CH2:13][CH2:12]2)(=[O:10])=[O:9])[CH:5]=[CH:6][CH:7]=1, predict the reactants needed to synthesize it. The reactants are: [Cl:1][C:2]1[CH:3]=[C:4]([S:8]([CH:11]2[CH2:16][CH2:15][NH:14][CH2:13][CH2:12]2)(=[O:10])=[O:9])[CH:5]=[CH:6][CH:7]=1.Cl[C:18]1[CH:23]=[CH:22][C:21]([C:24]([F:27])([F:26])[F:25])=[CH:20][N:19]=1.CCN(C(C)C)C(C)C. (3) Given the product [CH:14]1([C:12]([N:8]2[C:9]3[C:4](=[C:3]([O:18][C:19]4[CH:20]=[CH:21][CH:22]=[CH:23][CH:24]=4)[C:2]([C:31]#[N:32])=[CH:11][CH:10]=3)[CH2:5][CH2:6][C@@H:7]2[CH3:17])=[O:13])[CH2:16][CH2:15]1, predict the reactants needed to synthesize it. The reactants are: Br[C:2]1[C:3]([O:18][C:19]2[CH:24]=[CH:23][CH:22]=[CH:21][CH:20]=2)=[C:4]2[C:9](=[CH:10][CH:11]=1)[N:8]([C:12]([CH:14]1[CH2:16][CH2:15]1)=[O:13])[C@@H:7]([CH3:17])[CH2:6][CH2:5]2.C(OCC)(=O)C.[CH3:31][N:32](C)C=O. (4) The reactants are: [F:1][C@@H:2]1[C@H:8]([NH:9]C(=O)OC(C)(C)C)[CH2:7][CH2:6][C@@H:5]([C:17]2[N:21]([CH3:22])[N:20]=[CH:19][C:18]=2[N+:23]([O-])=O)[O:4][CH2:3]1.[Si]([O:33][CH2:34][CH2:35][O:36][C:37]1[CH:42]=[C:41]([F:43])[C:40]([C:44]2[N:49]=[C:48]([C:50](O)=[O:51])[CH:47]=[CH:46][C:45]=2[F:53])=[C:39]([F:54])[CH:38]=1)(C(C)(C)C)(C)C. Given the product [NH2:9][C@H:8]1[C@@H:2]([F:1])[CH2:3][O:4][C@H:5]([C:17]2[N:21]([CH3:22])[N:20]=[CH:19][C:18]=2[NH:23][C:50](=[O:51])[C:48]2[CH:47]=[CH:46][C:45]([F:53])=[C:44]([C:40]3[C:41]([F:43])=[CH:42][C:37]([O:36][CH2:35][CH2:34][OH:33])=[CH:38][C:39]=3[F:54])[N:49]=2)[CH2:6][CH2:7]1, predict the reactants needed to synthesize it. (5) Given the product [OH:1][C:2]1[C:7]([C:8]2[S:9][CH:10]=[CH:11][CH:12]=2)=[N:6][N:5]([CH2:13][C:14]2([C:17]([F:20])([F:19])[F:18])[CH2:16][CH2:15]2)[C:4](=[O:21])[C:3]=1[C:22]1[NH:27][C:26]2[CH:28]=[CH:29][C:30]([NH:60][S:61]([CH3:64])(=[O:63])=[O:62])=[CH:31][C:25]=2[S:24](=[O:34])(=[O:33])[N:23]=1, predict the reactants needed to synthesize it. The reactants are: [OH:1][C:2]1[C:7]([C:8]2[S:9][CH:10]=[CH:11][CH:12]=2)=[N:6][N:5]([CH2:13][C:14]2([C:17]([F:20])([F:19])[F:18])[CH2:16][CH2:15]2)[C:4](=[O:21])[C:3]=1[C:22]1[NH:27][C:26]2[CH:28]=[CH:29][C:30](I)=[CH:31][C:25]=2[S:24](=[O:34])(=[O:33])[N:23]=1.[O-]P(OP(OP([O-])([O-])=O)([O-])=O)(=O)[O-].[K+].[K+].[K+].[K+].[K+].N(CC(O)=O)C.C[NH:60][S:61]([CH3:64])(=[O:63])=[O:62].